From a dataset of Peptide-MHC class I binding affinity with 185,985 pairs from IEDB/IMGT. Regression. Given a peptide amino acid sequence and an MHC pseudo amino acid sequence, predict their binding affinity value. This is MHC class I binding data. (1) The binding affinity (normalized) is 0.0847. The peptide sequence is SLLHESTLK. The MHC is HLA-A68:02 with pseudo-sequence HLA-A68:02. (2) The peptide sequence is GLFDFVNFV. The MHC is HLA-A68:01 with pseudo-sequence HLA-A68:01. The binding affinity (normalized) is 0. (3) The peptide sequence is FEDLRVSSF. The MHC is HLA-B45:01 with pseudo-sequence HLA-B45:01. The binding affinity (normalized) is 0. (4) The peptide sequence is GLIVLPFYK. The MHC is HLA-B07:02 with pseudo-sequence HLA-B07:02. The binding affinity (normalized) is 0.0847. (5) The peptide sequence is YHHFKTIEL. The MHC is HLA-B08:01 with pseudo-sequence HLA-B08:01. The binding affinity (normalized) is 0.477. (6) The peptide sequence is YLFSQNYSF. The MHC is HLA-A32:01 with pseudo-sequence HLA-A32:01. The binding affinity (normalized) is 0.969.